Dataset: Catalyst prediction with 721,799 reactions and 888 catalyst types from USPTO. Task: Predict which catalyst facilitates the given reaction. (1) Reactant: [CH3:1][S:2][N:3]1[C:7](=[O:8])[C:6]2=[CH:9][CH:10]=[CH:11][CH:12]=[C:5]2[C:4]1=O.[CH2:14]([Cl:16])Cl. Product: [C:7]([CH:6]1[CH:9]([C:10]2[CH:11]=[CH:12][CH:5]=[CH:4][C:14]=2[Cl:16])[N:3]([S:2][CH3:1])[C:7]1=[O:8])(=[O:8])[CH:6]=[CH2:5]. The catalyst class is: 66. (2) Reactant: CO.[O:3]=[C:4]1[CH2:28][CH2:27][C@@:26]2([CH3:29])[C@H:6]([C:7](=[O:31])[CH2:8][C@@H:9]3[C@@H:25]2[CH2:24][CH2:23][C@@:22]2([CH3:30])[C@H:10]3[CH2:11][CH2:12][C@@H:13]2[C@H:14]([CH3:21])[CH2:15][CH2:16][C:17]([O:19][CH3:20])=[O:18])[CH2:5]1.Cl. Product: [O:3]=[C:4]1[CH2:28][CH2:27][C@@:26]2([CH3:29])[C@@H:6]([C:7](=[O:31])[CH2:8][C@@H:9]3[C@@H:25]2[CH2:24][CH2:23][C@@:22]2([CH3:30])[C@H:10]3[CH2:11][CH2:12][C@@H:13]2[C@H:14]([CH3:21])[CH2:15][CH2:16][C:17]([O:19][CH3:20])=[O:18])[CH2:5]1. The catalyst class is: 7. (3) Reactant: Br[C:2](Br)([F:4])[F:3].C(N(P(N(CC)CC)N(CC)CC)CC)C.[F:22][C:23]1[CH:28]=[C:27]([CH:29]2[CH2:34][CH2:33][CH:32]([CH:35]3[CH2:40][CH2:39][CH:38]([CH2:41][CH2:42][CH2:43][CH2:44][CH3:45])[CH2:37][CH2:36]3)[CH2:31][CH2:30]2)[CH:26]=[CH:25][C:24]=1[CH:46]1[CH2:51][CH2:50][C:49](=O)[CH2:48][CH2:47]1. Product: [F:22][C:23]1[CH:28]=[C:27]([CH:29]2[CH2:30][CH2:31][CH:32]([CH:35]3[CH2:40][CH2:39][CH:38]([CH2:41][CH2:42][CH2:43][CH2:44][CH3:45])[CH2:37][CH2:36]3)[CH2:33][CH2:34]2)[CH:26]=[CH:25][C:24]=1[CH:46]1[CH2:47][CH2:48][C:49](=[C:2]([F:4])[F:3])[CH2:50][CH2:51]1. The catalyst class is: 1. (4) Reactant: Br[C:2]1[CH:3]=[C:4]([CH2:7][O:8][Si:9]([C:12]([CH3:15])([CH3:14])[CH3:13])([CH3:11])[CH3:10])[S:5][CH:6]=1.C1(P(C2CCCCC2)[C:23]2[CH:28]=[CH:27][CH:26]=[CH:25][C:24]=2[C:29]2C(N(C)C)=CC=C[C:30]=2N(C)C)CCCCC1.[Br-].CC([Zn+])C1C=CC=CC=1.C1COCC1. Product: [C:12]([Si:9]([CH3:11])([CH3:10])[O:8][CH2:7][C:4]1[S:5][CH:6]=[C:2]([CH:29]([C:24]2[CH:25]=[CH:26][CH:27]=[CH:28][CH:23]=2)[CH3:30])[CH:3]=1)([CH3:15])([CH3:14])[CH3:13]. The catalyst class is: 318. (5) Reactant: [Br:1][C:2]1[N:7]2[CH:8]=[N:9][N:10]=[C:6]2[C:5]([O:11]C)=[N:4][CH:3]=1.Cl. Product: [Br:1][C:2]1[N:7]2[CH:8]=[N:9][N:10]=[C:6]2[C:5](=[O:11])[NH:4][CH:3]=1. The catalyst class is: 52. (6) Reactant: [Br:1][C:2]1[CH:3]=[C:4]([O:10]C)[CH:5]=[C:6]([O:8]C)[CH:7]=1.[I-].[Na+].C[Si](Cl)(C)C. Product: [Br:1][C:2]1[CH:7]=[C:6]([OH:8])[CH:5]=[C:4]([OH:10])[CH:3]=1. The catalyst class is: 47. (7) Reactant: [CH3:1][C:2]1[CH:3]=[C:4]([CH:7]=[CH:8][CH:9]=1)[CH:5]=O.[N+:10]([CH3:13])([O-:12])=[O:11].[OH-].[Na+]. Product: [CH3:1][C:2]1[CH:9]=[CH:8][CH:7]=[C:4](/[CH:5]=[CH:13]/[N+:10]([O-:12])=[O:11])[CH:3]=1. The catalyst class is: 8. (8) Reactant: Cl.[CH:2]1([N:5]2[CH:9]=[C:8]([NH2:10])[N:7]=[CH:6]2)[CH2:4][CH2:3]1.C(N(CC)CC)C.[Cl:18][C:19]1[N:24]=[C:23](Cl)[N:22]=[C:21]([Cl:26])[N:20]=1. Product: [Cl:18][C:19]1[N:20]=[C:21]([Cl:26])[N:22]=[C:23]([NH:10][C:8]2[N:7]=[CH:6][N:5]([CH:2]3[CH2:4][CH2:3]3)[CH:9]=2)[N:24]=1. The catalyst class is: 8. (9) Reactant: [N+:1]([C:4]1[CH:9]=[CH:8][C:7](Br)=[CH:6][N:5]=1)([O-:3])=[O:2].[NH:11]1[CH2:16][CH2:15][NH:14][CH2:13][CH2:12]1. Product: [N+:1]([C:4]1[N:5]=[CH:6][C:7]([N:11]2[CH2:16][CH2:15][NH:14][CH2:13][CH2:12]2)=[CH:8][CH:9]=1)([O-:3])=[O:2]. The catalyst class is: 10.